This data is from Catalyst prediction with 721,799 reactions and 888 catalyst types from USPTO. The task is: Predict which catalyst facilitates the given reaction. (1) Reactant: CS[C:3](SC)=[C:4]1[C:13](=[O:14])[C:12]([CH2:16][CH2:17][CH2:18][CH3:19])([CH3:15])[C:11]2[C:6](=[CH:7][CH:8]=[CH:9][CH:10]=2)[C:5]1=[O:20].[NH2:23][C:24]1[CH:29]=[CH:28][CH:27]=[CH:26][C:25]=1[S:30]([NH2:33])(=[O:32])=[O:31]. Product: [CH2:16]([C:12]1([CH3:15])[C:11]2[C:6](=[CH:7][CH:8]=[CH:9][CH:10]=2)[C:5]([OH:20])=[C:4]([C:3]2[NH:23][C:24]3[CH:29]=[CH:28][CH:27]=[CH:26][C:25]=3[S:30](=[O:31])(=[O:32])[N:33]=2)[C:13]1=[O:14])[CH2:17][CH2:18][CH3:19]. The catalyst class is: 11. (2) Reactant: [Cl:1][C:2]1[C:3]([N:8]2[CH:13]3[CH2:14][CH2:15][CH:9]2[CH2:10][N:11](C(OC(C)(C)C)=O)[CH2:12]3)=[N:4][CH:5]=[CH:6][CH:7]=1.FC(F)(F)C(O)=O. Product: [Cl:1][C:2]1[C:3]([N:8]2[CH:9]3[CH2:15][CH2:14][CH:13]2[CH2:12][NH:11][CH2:10]3)=[N:4][CH:5]=[CH:6][CH:7]=1. The catalyst class is: 4. (3) Reactant: C([O:3][CH:4](OCC)[CH2:5][N:6]1[CH:10]=[C:9]([C:11]2[C:19]3[C:14](=[CH:15][C:16]([F:20])=[CH:17][CH:18]=3)[N:13]([S:21]([C:24]3[CH:29]=[CH:28][CH:27]=[CH:26][CH:25]=3)(=[O:23])=[O:22])[CH:12]=2)[CH:8]=[N:7]1)C.Cl. Product: [F:20][C:16]1[CH:15]=[C:14]2[C:19]([C:11]([C:9]3[CH:8]=[N:7][N:6]([CH2:5][CH:4]=[O:3])[CH:10]=3)=[CH:12][N:13]2[S:21]([C:24]2[CH:25]=[CH:26][CH:27]=[CH:28][CH:29]=2)(=[O:23])=[O:22])=[CH:18][CH:17]=1. The catalyst class is: 1.